Dataset: Full USPTO retrosynthesis dataset with 1.9M reactions from patents (1976-2016). Task: Predict the reactants needed to synthesize the given product. Given the product [NH:8]1[CH2:11][CH:10]([NH:12][S:27]([CH3:26])(=[O:29])=[O:28])[CH2:9]1, predict the reactants needed to synthesize it. The reactants are: C1(C(C2C=CC=CC=2)[N:8]2[CH2:11][CH:10]([NH2:12])[CH2:9]2)C=CC=CC=1.C(N(CC)CC)C.[CH3:26][S:27](Cl)(=[O:29])=[O:28].